From a dataset of Peptide-MHC class I binding affinity with 185,985 pairs from IEDB/IMGT. Regression. Given a peptide amino acid sequence and an MHC pseudo amino acid sequence, predict their binding affinity value. This is MHC class I binding data. (1) The peptide sequence is MLKLRQARL. The MHC is HLA-B08:01 with pseudo-sequence HLA-B08:01. The binding affinity (normalized) is 0.638. (2) The peptide sequence is FPQSNAVIQD. The MHC is HLA-B35:01 with pseudo-sequence HLA-B35:01. The binding affinity (normalized) is 0.220. (3) The peptide sequence is GSEVPGFCH. The MHC is HLA-A30:01 with pseudo-sequence HLA-A30:01. The binding affinity (normalized) is 0.0847.